From a dataset of Forward reaction prediction with 1.9M reactions from USPTO patents (1976-2016). Predict the product of the given reaction. Given the reactants [Br:1][C:2]1[CH:7]=[CH:6][C:5]([C:8]2[O:12][N:11]=[C:10]([CH3:13])[C:9]=2[NH2:14])=[CH:4][CH:3]=1.[CH3:15][C:16]([CH3:23])=[CH:17][CH2:18][CH2:19][C:20](=O)[CH3:21], predict the reaction product. The product is: [Br:1][C:2]1[CH:3]=[CH:4][C:5]([C:8]2[O:12][N:11]=[C:10]([CH3:13])[C:9]=2[NH:14][CH:20]([CH3:21])[CH2:19][CH2:18][CH:17]=[C:16]([CH3:23])[CH3:15])=[CH:6][CH:7]=1.